Dataset: Reaction yield outcomes from USPTO patents with 853,638 reactions. Task: Predict the reaction yield, written as a fraction of the theoretical maximum amount of product (1.0 means a 100% yield; for example, 0.34 means a 34% yield). (1) The reactants are [CH2:1]([C:7]1CCC(=O)[CH:8]=1)[CH2:2][CH2:3]CC=C.[CH2:13]1[CH2:17][O:16][CH2:15][CH2:14]1.C(C(Br)CCC[O:29][CH2:30][CH2:31][CH2:32][CH:33](Br)[CH2:34][C:35]1[CH:40]=CC=CC=1)C1C=CC=CC=1.C(OC1CCC(=O)C=1)C. The catalyst is C(OCC)(=O)C. The product is [CH2:17]([O:16][CH:15]([CH3:14])[CH2:40][CH2:35][C:34]1[C:30](=[O:29])[CH2:31][CH2:32][CH:33]=1)[C:13]1[CH:8]=[CH:7][CH:1]=[CH:2][CH:3]=1. The yield is 0.480. (2) The reactants are [CH2:1]([N:5]1[C:14]2[CH2:13][CH2:12][CH2:11][CH2:10][C:9]=2[CH:8]=[C:7]([C:15]([OH:17])=O)[C:6]1=[O:18])[CH2:2][CH2:3][CH3:4].S(Cl)(Cl)=O.[CH2:23]([NH2:31])[CH2:24][C:25]1[CH:30]=[CH:29][CH:28]=[CH:27][CH:26]=1.Cl. The catalyst is C1(C)C=CC=CC=1.CN(C=O)C. The product is [CH2:23]([NH:31][C:15]([C:7]1[C:6](=[O:18])[N:5]([CH2:1][CH2:2][CH2:3][CH3:4])[C:14]2[CH2:13][CH2:12][CH2:11][CH2:10][C:9]=2[CH:8]=1)=[O:17])[CH2:24][C:25]1[CH:30]=[CH:29][CH:28]=[CH:27][CH:26]=1. The yield is 0.740. (3) The reactants are [OH:1][C:2]1[CH:13]=[CH:12][C:5]2[C:6](=[O:11])[NH:7][CH2:8][CH2:9][CH2:10][C:4]=2[CH:3]=1.[H-].[Na+].[F:16][C:17]([F:36])([F:35])[S:18](N(C1C=CC=CC=1)[S:18]([C:17]([F:36])([F:35])[F:16])(=[O:20])=[O:19])(=[O:20])=[O:19]. The catalyst is C1COCC1. The product is [F:16][C:17]([F:36])([F:35])[S:18]([O:1][C:2]1[CH:13]=[CH:12][C:5]2[C:6](=[O:11])[NH:7][CH2:8][CH2:9][CH2:10][C:4]=2[CH:3]=1)(=[O:20])=[O:19]. The yield is 0.770. (4) The reactants are NC1C(C)=CC(Cl)=CC=1C(NC)=[O:5].ClCCl.[Cl:17][C:18]1[C:19]([N:25]2[C:29]([C:30](Cl)=[O:31])=[CH:28][C:27]([C:33]([F:36])([F:35])[F:34])=[N:26]2)=[N:20][CH:21]=[C:22]([Cl:24])[CH:23]=1.C(N(CC)CC)C. The catalyst is O. The product is [Cl:17][C:18]1[C:19]([N:25]2[C:29]([C:30]([OH:5])=[O:31])=[CH:28][C:27]([C:33]([F:36])([F:35])[F:34])=[N:26]2)=[N:20][CH:21]=[C:22]([Cl:24])[CH:23]=1. The yield is 0.810. (5) The reactants are [CH:1]1([CH:7]([NH:26][C:27]2[CH:32]=[CH:31][C:30]([C:33]([NH:35][CH2:36][CH2:37][C:38]([O:40][CH2:41][CH3:42])=[O:39])=[O:34])=[CH:29][CH:28]=2)[C:8]2[CH:12]=[C:11]([C:13]3[CH:18]=[CH:17][C:16]([C:19]([F:22])([F:21])[F:20])=[CH:15][CH:14]=3)[O:10][C:9]=2[CH2:23][S:24][CH3:25])[CH2:6][CH2:5][CH2:4][CH2:3][CH2:2]1.[OH:43]OS([O-])=O.[K+]. The catalyst is CO.O. The product is [CH:1]1([CH:7]([NH:26][C:27]2[CH:28]=[CH:29][C:30]([C:33]([NH:35][CH2:36][CH2:37][C:38]([O:40][CH2:41][CH3:42])=[O:39])=[O:34])=[CH:31][CH:32]=2)[C:8]2[CH:12]=[C:11]([C:13]3[CH:18]=[CH:17][C:16]([C:19]([F:20])([F:21])[F:22])=[CH:15][CH:14]=3)[O:10][C:9]=2[CH2:23][S:24]([CH3:25])=[O:43])[CH2:6][CH2:5][CH2:4][CH2:3][CH2:2]1. The yield is 0.470. (6) The reactants are [Cl:1][C:2]1[CH:3]=[C:4]([C:9]2([C:14](=[O:22])[CH2:15][N:16]3[CH2:21][CH2:20][CH2:19][CH2:18][CH2:17]3)[CH2:13][CH2:12][CH2:11]C2)[CH:5]=[CH:6][C:7]=1Cl.Cl. The catalyst is O1CCOCC1. The product is [Cl-:1].[O:22]=[C:14]([C:9]1([C:4]2[CH:5]=[CH:6][CH:7]=[CH:2][CH:3]=2)[CH2:11][CH2:12][CH2:13]1)[CH2:15][NH+:16]1[CH2:17][CH2:18][CH2:19][CH2:20][CH2:21]1. The yield is 0.727. (7) The reactants are S(Cl)(Cl)=O.[C:5]([OH:17])(=O)[CH2:6][C:7]1[CH:15]=[CH:14][C:12]([OH:13])=[C:9]([O:10][CH3:11])[CH:8]=1.[CH3:18][C:19]1[CH:20]=[C:21]([CH2:26][CH2:27][CH2:28][NH2:29])[CH:22]=[CH:23][C:24]=1[CH3:25].C(N(CC)CC)C. The catalyst is C(#N)C.C1(C)C=CC=CC=1.CN(C)C=O. The product is [CH3:18][C:19]1[CH:20]=[C:21]([CH2:26][CH2:27][CH2:28][NH:29][C:5](=[O:17])[CH2:6][C:7]2[CH:15]=[CH:14][C:12]([OH:13])=[C:9]([O:10][CH3:11])[CH:8]=2)[CH:22]=[CH:23][C:24]=1[CH3:25]. The yield is 0.866.